This data is from Peptide-MHC class II binding affinity with 134,281 pairs from IEDB. The task is: Regression. Given a peptide amino acid sequence and an MHC pseudo amino acid sequence, predict their binding affinity value. This is MHC class II binding data. The peptide sequence is GELQIVGKIDAAFKI. The MHC is DRB3_0101 with pseudo-sequence DRB3_0101. The binding affinity (normalized) is 0.647.